Dataset: Reaction yield outcomes from USPTO patents with 853,638 reactions. Task: Predict the reaction yield, written as a fraction of the theoretical maximum amount of product (1.0 means a 100% yield; for example, 0.34 means a 34% yield). (1) The reactants are O.[C:2]([OH:6])(=[O:5])[CH:3]=O.[NH2:7][CH2:8][CH2:9][C:10]1[C:18]2[C:13](=[CH:14][CH:15]=[CH:16][CH:17]=2)[NH:12][CH:11]=1.Cl.[OH-].[K+]. The catalyst is O. The product is [CH:3]1([C:2]([OH:6])=[O:5])[C:11]2[NH:12][C:13]3[C:18](=[CH:17][CH:16]=[CH:15][CH:14]=3)[C:10]=2[CH2:9][CH2:8][NH:7]1. The yield is 0.580. (2) The reactants are [F:1][C:2]1[CH:7]=[C:6](I)[CH:5]=[CH:4][N:3]=1.[CH3:9][CH:10]([OH:13])[C:11]#[CH:12].C(N(CC)CC)C. The catalyst is [Cu]I.CN(C)C=O. The product is [F:1][C:2]1[CH:7]=[C:6]([C:12]#[C:11][CH:10]([OH:13])[CH3:9])[CH:5]=[CH:4][N:3]=1. The yield is 0.660.